This data is from Forward reaction prediction with 1.9M reactions from USPTO patents (1976-2016). The task is: Predict the product of the given reaction. (1) Given the reactants Br[C:2]1[N:3]=[C:4]([C:22]([F:25])([F:24])[F:23])[N:5]2[CH:10]=[C:9]([C:11]3[CH:16]=[CH:15][C:14]([O:17][C:18]([F:21])([F:20])[F:19])=[CH:13][CH:12]=3)[CH:8]=[CH:7][C:6]=12.[Li][C:27](C)(C)C.CI.O, predict the reaction product. The product is: [CH3:27][C:2]1[N:3]=[C:4]([C:22]([F:25])([F:24])[F:23])[N:5]2[CH:10]=[C:9]([C:11]3[CH:16]=[CH:15][C:14]([O:17][C:18]([F:21])([F:20])[F:19])=[CH:13][CH:12]=3)[CH:8]=[CH:7][C:6]=12. (2) Given the reactants Br[C:2]1[CH:7]=[CH:6][CH:5]=[CH:4][CH:3]=1.[CH2:8]([CH:10]([Mg]Br)[CH2:11][CH2:12][CH2:13][CH2:14][CH3:15])C.[CH2:18](OCC)C, predict the reaction product. The product is: [CH2:14]([CH:13]([CH2:12][CH2:11][CH2:10][CH3:8])[CH2:18][C:2]1[CH:7]=[CH:6][CH:5]=[CH:4][CH:3]=1)[CH3:15]. (3) Given the reactants Br[C:2]1[CH:7]=[CH:6][CH:5]=[C:4]([O:8][CH:9]2[CH2:11][CH2:10]2)[CH:3]=1.CC1(C)[O:17][B:16](B2OC(C)(C)C(C)(C)O2)[O:15]C1(C)C.C(Cl)Cl.CS(C)=O, predict the reaction product. The product is: [CH:9]1([O:8][C:4]2[CH:3]=[C:2]([B:16]([OH:17])[OH:15])[CH:7]=[CH:6][CH:5]=2)[CH2:11][CH2:10]1. (4) Given the reactants [CH:1]1([C:4]2[NH:9][C:8](=[O:10])[C:7]([C:11]#[N:12])=[C:6]([C:13]3[CH:18]=[CH:17][C:16]([N+:19]([O-:21])=[O:20])=[CH:15][CH:14]=3)[CH:5]=2)[CH2:3][CH2:2]1.[F:22][C:23]([F:36])([F:35])[S:24](O[S:24]([C:23]([F:36])([F:35])[F:22])(=[O:26])=[O:25])(=[O:26])=[O:25], predict the reaction product. The product is: [C:11]([C:7]1[C:8]([O:10][S:24]([C:23]([F:36])([F:35])[F:22])(=[O:26])=[O:25])=[N:9][C:4]([CH:1]2[CH2:2][CH2:3]2)=[CH:5][C:6]=1[C:13]1[CH:14]=[CH:15][C:16]([N+:19]([O-:21])=[O:20])=[CH:17][CH:18]=1)#[N:12]. (5) Given the reactants [Br:1][C:2]1[CH:7]=[CH:6][C:5]([C:8]2([C:11]#N)[CH2:10][CH2:9]2)=[CH:4][C:3]=1[F:13].[OH-:14].[Na+].Cl.C([OH:19])C, predict the reaction product. The product is: [Br:1][C:2]1[CH:7]=[CH:6][C:5]([C:8]2([C:11]([OH:19])=[O:14])[CH2:10][CH2:9]2)=[CH:4][C:3]=1[F:13]. (6) Given the reactants Cl[C:2]1[CH:7]=[CH:6][C:5]([O:8][CH2:9][CH:10]2[CH2:15][CH2:14][N:13]([CH2:16][C:17]([F:20])([CH3:19])[CH3:18])[CH2:12][CH2:11]2)=[CH:4][N:3]=1.[CH2:21]([O:23][C:24]([C:26]1[CH:31]=[CH:30][C:29](B(O)O)=[CH:28][C:27]=1[F:35])=[O:25])[CH3:22].C([O-])([O-])=O.[Na+].[Na+], predict the reaction product. The product is: [F:35][C:27]1[CH:28]=[C:29]([C:2]2[CH:7]=[CH:6][C:5]([O:8][CH2:9][CH:10]3[CH2:15][CH2:14][N:13]([CH2:16][C:17]([F:20])([CH3:19])[CH3:18])[CH2:12][CH2:11]3)=[CH:4][N:3]=2)[CH:30]=[CH:31][C:26]=1[C:24]([O:23][CH2:21][CH3:22])=[O:25]. (7) Given the reactants [CH2:1]1[C:11]2[C:5]([C:6](=[CH:16][C:17]3[CH:18]=[C:19]([NH2:23])[CH:20]=[CH:21][CH:22]=3)[C:7]3[CH:15]=[CH:14][CH:13]=[CH:12][C:8]=3[CH2:9][CH:10]=2)=[CH:4][CH:3]=[CH:2]1.[CH2:24]([S:26](Cl)(=[O:28])=[O:27])[CH3:25], predict the reaction product. The product is: [CH:12]1[C:8]2[CH2:9][CH2:10][C:11]3[CH:1]=[CH:2][CH:3]=[CH:4][C:5]=3[C:6](=[CH:16][C:17]3[CH:18]=[C:19]([NH:23][S:26]([CH2:24][CH3:25])(=[O:28])=[O:27])[CH:20]=[CH:21][CH:22]=3)[C:7]=2[CH:15]=[CH:14][CH:13]=1. (8) The product is: [NH2:29][CH:6]([CH:12]1[CH2:20][C:19]2[C:14](=[CH:15][CH:16]=[C:17]([CH2:21][CH2:22][CH2:23][CH2:24][CH2:25][CH2:26][CH2:27][CH3:28])[CH:18]=2)[CH2:13]1)[C:5]([OH:33])=[O:4]. Given the reactants Cl.C([O:4][C:5](=[O:33])[C:6]([NH:29]C(=O)C)([CH:12]1[CH2:20][C:19]2[C:14](=[CH:15][CH:16]=[C:17]([CH2:21][CH2:22][CH2:23][CH2:24][CH2:25][CH2:26][CH2:27][CH3:28])[CH:18]=2)[CH2:13]1)C(OCC)=O)C, predict the reaction product. (9) Given the reactants [CH2:1](S([O-])(=O)=O)[CH2:2][CH3:3].[NH2:8][C:9]1[S:10][C:11]2[CH2:17][CH:16]([NH2:18])[CH2:15][CH2:14][C:12]=2[N:13]=1, predict the reaction product. The product is: [NH2:8][C:9]1[S:10][C:11]2[CH2:17][CH:16]([NH:18][CH2:1][CH2:2][CH3:3])[CH2:15][CH2:14][C:12]=2[N:13]=1. (10) Given the reactants F[C:2](F)(F)[C:3]([OH:5])=O.FC(F)(F)C(O)=O.[CH2:15]([C:17]1[C:25]2[C:20](=[CH:21][CH:22]=[CH:23][CH:24]=2)[N:19]([C:26]2[N:30]=[C:29]([CH:31]3[CH2:36][CH2:35][N:34]([CH2:37][CH2:38]C4CCNCC4)[CH2:33][CH2:32]3)[O:28][N:27]=2)[N:18]=1)C.ClC(OC)=O.FC(F)(F)C(O)=O.FC(F)(F)C(O)=O.CC1C2C(=CC=CC=2)N(C2N=C(C3CCN(CCN)CC3)ON=2)[N:66]=1.[C:88](Cl)(=O)[C:89]1C=C[CH:92]=[CH:91][CH:90]=1.Cl, predict the reaction product. The product is: [CH3:15][C:17]1[C:25]2[C:20](=[CH:21][CH:22]=[CH:23][CH:24]=2)[N:19]([C:26]2[N:30]=[C:29]([CH:31]3[CH2:36][CH2:35][N:34]([CH2:37][CH2:38][NH:66][C:3](=[O:5])[C:2]4[CH:92]=[CH:91][CH:90]=[CH:89][CH:88]=4)[CH2:33][CH2:32]3)[O:28][N:27]=2)[N:18]=1.